Dataset: Full USPTO retrosynthesis dataset with 1.9M reactions from patents (1976-2016). Task: Predict the reactants needed to synthesize the given product. (1) Given the product [CH2:25]([N:2]1[CH:3]=[CH:4][C:5]([C:6]2[CH:15]=[CH:14][C:13]3[C:8](=[CH:9][CH:10]=[C:11]([CH2:16][OH:17])[CH:12]=3)[N:7]=2)=[N:1]1)[CH3:26], predict the reactants needed to synthesize it. The reactants are: [NH:1]1[C:5]([C:6]2[CH:15]=[CH:14][C:13]3[C:8](=[CH:9][CH:10]=[C:11]([CH2:16][OH:17])[CH:12]=3)[N:7]=2)=[CH:4][CH:3]=[N:2]1.C([O-])([O-])=O.[K+].[K+].Br[CH2:25][CH3:26]. (2) Given the product [F:1][C:2]1[CH:3]=[CH:4][C:5]([CH2:6][O:7][C:8]2[CH:13]=[CH:12][N:11]([C:14]3[CH:19]=[CH:18][C:17]([O:20][CH2:32][C:33]([OH:34])([CH3:36])[CH3:35])=[C:16]([O:21][CH3:22])[CH:15]=3)[C:10](=[O:23])[CH:9]=2)=[CH:24][CH:25]=1, predict the reactants needed to synthesize it. The reactants are: [F:1][C:2]1[CH:25]=[CH:24][C:5]([CH2:6][O:7][C:8]2[CH:13]=[CH:12][N:11]([C:14]3[CH:19]=[CH:18][C:17]([OH:20])=[C:16]([O:21][CH3:22])[CH:15]=3)[C:10](=[O:23])[CH:9]=2)=[CH:4][CH:3]=1.C([O-])([O-])=O.[K+].[K+].[CH3:32][C:33]1([CH3:36])[CH2:35][O:34]1.C(O)(C(F)(F)F)=O.